Task: Predict the reactants needed to synthesize the given product.. Dataset: Full USPTO retrosynthesis dataset with 1.9M reactions from patents (1976-2016) (1) Given the product [Cl:1][C:2]1[CH:7]=[CH:6][C:5]([C:8]2[N:9]=[C:10]([N:18]3[C:22]([CH3:23])=[CH:21][C:20]([CH3:24])=[N:19]3)[O:11][C:12]=2[CH2:13][CH2:14][C:15]([N:57]2[CH2:56][CH2:55][N:54]([CH2:53][CH:50]3[CH2:51][CH2:52][N:47]([CH3:46])[CH2:48][CH2:49]3)[CH2:59][CH2:58]2)=[O:16])=[CH:4][CH:3]=1, predict the reactants needed to synthesize it. The reactants are: [Cl:1][C:2]1[CH:7]=[CH:6][C:5]([C:8]2[N:9]=[C:10]([N:18]3[C:22]([CH3:23])=[CH:21][C:20]([CH3:24])=[N:19]3)[O:11][C:12]=2[CH2:13][CH2:14][C:15](O)=[O:16])=[CH:4][CH:3]=1.ON1C2N=CC=CC=2N=N1.C(N=C=NCCCN(C)C)C.[CH3:46][N:47]1[CH2:52][CH2:51][CH:50]([CH2:53][N:54]2[CH2:59][CH2:58][NH:57][CH2:56][CH2:55]2)[CH2:49][CH2:48]1. (2) Given the product [C:29]([C:26]1[CH:27]=[CH:28][C:23]([S:20]([N:7]2[C:6]3[CH:33]=[C:2]([C:41](=[O:43])[CH3:42])[CH:3]=[CH:4][C:5]=3[NH:11][C:10]3[N:12]=[C:13]([C:16]([F:18])([F:17])[F:19])[CH:14]=[CH:15][C:9]=3[CH2:8]2)(=[O:21])=[O:22])=[CH:24][CH:25]=1)([CH3:32])([CH3:30])[CH3:31], predict the reactants needed to synthesize it. The reactants are: Br[C:2]1[CH:3]=[CH:4][C:5]2[NH:11][C:10]3[N:12]=[C:13]([C:16]([F:19])([F:18])[F:17])[CH:14]=[CH:15][C:9]=3[CH2:8][N:7]([S:20]([C:23]3[CH:28]=[CH:27][C:26]([C:29]([CH3:32])([CH3:31])[CH3:30])=[CH:25][CH:24]=3)(=[O:22])=[O:21])[C:6]=2[CH:33]=1.[Li+].[Cl-].C([Sn](CCCC)(CCCC)[C:41]([O:43]CC)=[CH2:42])CCC.Cl.CCOCC. (3) Given the product [Cl:7][C:8]1[CH:15]=[CH:14][CH:13]=[C:12]([F:16])[C:9]=1[CH2:10][N:30]1[C:29]2[CH:43]=[CH:44][CH:45]=[CH:46][C:28]=2[S:27](=[O:48])(=[O:47])[N:26]([C:22]2[CH:23]=[N:51][C:19]([O:18][CH3:17])=[CH:20][CH:21]=2)[C:31]1=[O:32], predict the reactants needed to synthesize it. The reactants are: C([O-])([O-])=O.[K+].[K+].[Cl:7][C:8]1[CH:15]=[CH:14][CH:13]=[C:12]([F:16])[C:9]=1[CH2:10]Br.[CH3:17][O:18][C:19]1C(C)=[CH:23][C:22]([N:26]2[C:31](=[O:32])[N:30](CC3C(F)=CC(F)=CC=3F)[C:29]3[CH:43]=[CH:44][CH:45]=[CH:46][C:28]=3[S:27]2(=[O:48])=[O:47])=[CH:21][C:20]=1C.C[N:51](C=O)C.